Task: Predict the product of the given reaction.. Dataset: Forward reaction prediction with 1.9M reactions from USPTO patents (1976-2016) (1) Given the reactants [CH3:1][C:2]1[CH:7]=[CH:6][C:5](B2OC(C)(C)C(C)(C)O2)=[CH:4][N:3]=1.Br[C:18]1[CH:23]=[CH:22][N:21]=[C:20]([O:24][CH3:25])[CH:19]=1, predict the reaction product. The product is: [CH3:25][O:24][C:20]1[CH:19]=[C:18]([C:5]2[CH:4]=[N:3][C:2]([CH3:1])=[CH:7][CH:6]=2)[CH:23]=[CH:22][N:21]=1. (2) The product is: [CH2:1]([O:3][CH2:4][C@@:5]12[O:12][C@@H:9]([CH2:10][CH2:11]1)[C:8](=[O:13])[CH2:7][C:6]2=[O:14])[CH3:2]. Given the reactants [CH2:1]([O:3][CH2:4][C@@:5]12[O:12][C@@H:9]([CH:10]=[CH:11]1)[C:8](=[O:13])[CH2:7][C:6]2=[O:14])[CH3:2].[H][H], predict the reaction product. (3) Given the reactants [NH:1]1[CH2:4][CH:3]([O:5][C:6]2[N:7]=[C:8]([C:19]3[CH:24]=[CH:23][C:22]([Cl:25])=[CH:21][CH:20]=3)[C:9]([C:12]3[CH:17]=[CH:16][C:15]([Cl:18])=[CH:14][CH:13]=3)=[N:10][CH:11]=2)[CH2:2]1.Cl[C:27]1[N:32]=[CH:31][CH:30]=[CH:29][N:28]=1, predict the reaction product. The product is: [Cl:18][C:15]1[CH:14]=[CH:13][C:12]([C:9]2[C:8]([C:19]3[CH:24]=[CH:23][C:22]([Cl:25])=[CH:21][CH:20]=3)=[N:7][C:6]([O:5][CH:3]3[CH2:2][N:1]([C:27]4[N:32]=[CH:31][CH:30]=[CH:29][N:28]=4)[CH2:4]3)=[CH:11][N:10]=2)=[CH:17][CH:16]=1. (4) Given the reactants [F:1][C:2]([F:15])([F:14])[S:3]([O:6]S(C(F)(F)F)(=O)=O)(=[O:5])=[O:4].[CH3:16][N:17]([CH3:28])[C:18]1[CH:19]=[C:20]([C:25](=[O:27])[CH3:26])[CH:21]=[CH:22][C:23]=1O.C(N(CC)CC)C.C(=O)([O-])O.[Na+], predict the reaction product. The product is: [F:1][C:2]([F:15])([F:14])[S:3]([O:6][C:23]1[CH:22]=[CH:21][C:20]([C:25](=[O:27])[CH3:26])=[CH:19][C:18]=1[N:17]([CH3:16])[CH3:28])(=[O:5])=[O:4]. (5) Given the reactants Cl[C:2]1[N:3]=[CH:4][C:5](I)=[C:6]2[C:11]=1[N:10]=[C:9]([CH3:12])[CH:8]=[CH:7]2.[N:14]1[CH:19]=[C:18](B(O)O)[CH:17]=[N:16][CH:15]=1.[CH3:23][N:24]1[CH:28]=[CH:27][C:26]([NH2:29])=[N:25]1, predict the reaction product. The product is: [CH3:23][N:24]1[CH:28]=[CH:27][C:26]([NH:29][C:2]2[N:3]=[CH:4][C:5]([C:18]3[CH:19]=[N:14][CH:15]=[N:16][CH:17]=3)=[C:6]3[C:11]=2[N:10]=[C:9]([CH3:12])[CH:8]=[CH:7]3)=[N:25]1.